Dataset: Forward reaction prediction with 1.9M reactions from USPTO patents (1976-2016). Task: Predict the product of the given reaction. (1) Given the reactants C(N(CC)CC)C.[NH:8]1[CH2:13][CH2:12][CH2:11][CH2:10][CH2:9]1.[CH:14]1([C:20](Cl)=[O:21])[CH2:19][CH2:18][CH2:17][CH2:16][CH2:15]1, predict the reaction product. The product is: [CH:14]1([C:20]([N:8]2[CH2:13][CH2:12][CH2:11][CH2:10][CH2:9]2)=[O:21])[CH2:19][CH2:18][CH2:17][CH2:16][CH2:15]1. (2) Given the reactants [CH:1](=[O:9])[C:2]1[C:3](=[CH:5][CH:6]=[CH:7][CH:8]=1)[OH:4].[I:10]Cl, predict the reaction product. The product is: [OH:4][C:3]1[CH:5]=[CH:6][C:7]([I:10])=[CH:8][C:2]=1[CH:1]=[O:9].